From a dataset of Ames mutagenicity test results for genotoxicity prediction. Regression/Classification. Given a drug SMILES string, predict its toxicity properties. Task type varies by dataset: regression for continuous values (e.g., LD50, hERG inhibition percentage) or binary classification for toxic/non-toxic outcomes (e.g., AMES mutagenicity, cardiotoxicity, hepatotoxicity). Dataset: ames. The compound is O=C1CCc2ccc3c(ccc4ccccc43)c21. The result is 1 (mutagenic).